This data is from Full USPTO retrosynthesis dataset with 1.9M reactions from patents (1976-2016). The task is: Predict the reactants needed to synthesize the given product. The reactants are: [Cl:1][C:2]1[N:7]=[C:6](Cl)[C:5]([C:9]([F:12])([F:11])[F:10])=[CH:4][N:3]=1.C(=O)([O-])[O-].[K+].[K+].Cl.[CH:20]1([NH2:24])[CH2:23][CH2:22][CH2:21]1. Given the product [Cl:1][C:2]1[N:7]=[C:6]([NH:24][CH:20]2[CH2:23][CH2:22][CH2:21]2)[C:5]([C:9]([F:12])([F:11])[F:10])=[CH:4][N:3]=1, predict the reactants needed to synthesize it.